Task: Binary Classification. Given a miRNA mature sequence and a target amino acid sequence, predict their likelihood of interaction.. Dataset: Experimentally validated miRNA-target interactions with 360,000+ pairs, plus equal number of negative samples (1) The miRNA is hsa-miR-3657 with sequence UGUGUCCCAUUAUUGGUGAUU. The protein sequence of the target gene is MPASSPFLLAPKGPPGNMGGPVREPALSVALWLSWGAALGAVACAMALLTQQTELQSLRREVSRLQGTGGPSQNGEGYPWQSLPEQSSDALEAWENGERSRKRRAVLTQKQKKQHSVLHLVPINATSKDDSDVTEVMWQPALRRGRGLQAQGYGVRIQDAGVYLLYSQVLFQDVTFTMGQVVSREGQGRQETLFRCIRSMPSHPDRAYNSCYSAGVFHLHQGDILSVIIPRARAKLNLSPHGTFLGFVKL. Result: 0 (no interaction). (2) The miRNA is hsa-miR-8088 with sequence CCUCGGUACUGGAAAGGGGUA. The protein sequence of the target gene is MAEGSGEVVAVSATGAANGLNNGAGGTSATTCNPLSRKLHKILETRLDNDKEMLEALKALSTFFVENSLRTRRNLRGDIERKSLAINEEFVSIFKEVKEELESISEDVQAMSNCCQDMTSRLQAAKEQTQDLIVKTTKLQSESQKLEIRAQVADAFLSKFQLTSDEMSLLRGTREGPITEDFFKALGRVKQIHNDVKVLLRTNQQTAGLEIMEQMALLQETAYERLYRWAQSECRTLTQESCDVSPVLTQAMEALQDRPVLYKYTLDEFGTARRSTVVRGFIDALTRGGPGGTPRPIEMH.... Result: 0 (no interaction). (3) The miRNA is hsa-miR-650 with sequence AGGAGGCAGCGCUCUCAGGAC. The protein sequence of the target gene is MDLVGVSSPEPGPAAAWGPSKCPWATPQNTVSCSLTEVMSEELAKELQLEEEAAAFPEVVVAEGPFISGENIDTSSDLMLAQMLQMEFDREYDAQLRREEKKFNGDSKVSISFENYRKVHPFEDSDSSEDEVDWQDTRDDPYRPAKPIPTPKKGFIGKGKDITTKHDEVVCGRKNTARMENFAPGFQVGDGIGMDLKLSNHVFNALKQHAYSEERRSARLHEKKEHSTAEKAVDPKTRLLMYKMVNSGMLETITGCISTGKESVVFHAYGGSLEDEKEDGKAIPTECAIKVFKTTLNEFK.... Result: 0 (no interaction).